Dataset: Reaction yield outcomes from USPTO patents with 853,638 reactions. Task: Predict the reaction yield, written as a fraction of the theoretical maximum amount of product (1.0 means a 100% yield; for example, 0.34 means a 34% yield). (1) The reactants are [CH3:1][C:2]1[CH:17]=[C:16]([CH2:18][NH:19][CH2:20][CH2:21][CH:22]([CH3:24])[CH3:23])[CH:15]=[CH:14][C:3]=1[O:4][C:5]1[CH:13]=[CH:12][C:8]([C:9]([NH2:11])=[O:10])=[CH:7][N:6]=1.[CH2:25]=O.[BH4-].[Na+]. The catalyst is CO. The product is [CH3:1][C:2]1[CH:17]=[C:16]([CH2:18][N:19]([CH3:25])[CH2:20][CH2:21][CH:22]([CH3:24])[CH3:23])[CH:15]=[CH:14][C:3]=1[O:4][C:5]1[CH:13]=[CH:12][C:8]([C:9]([NH2:11])=[O:10])=[CH:7][N:6]=1. The yield is 0.200. (2) The reactants are [NH2:1][C:2]1[N:3]=[C:4]([C:28]2[O:29][CH:30]=[CH:31][CH:32]=2)[C:5]2[N:10]=[N:9][N:8]([CH2:11][C:12]3[CH:27]=[CH:26][C:15]4[N:16](C(OC(C)(C)C)=O)[N:17]=[N:18][C:14]=4[CH:13]=3)[C:6]=2[N:7]=1.C1COCC1.CNC. The catalyst is CO. The product is [NH:16]1[C:15]2[CH:26]=[CH:27][C:12]([CH2:11][N:8]3[C:6]4[N:7]=[C:2]([NH2:1])[N:3]=[C:4]([C:28]5[O:29][CH:30]=[CH:31][CH:32]=5)[C:5]=4[N:10]=[N:9]3)=[CH:13][C:14]=2[N:18]=[N:17]1. The yield is 0.300. (3) The reactants are O[CH:2]1[C:6]2[C:7]([CH3:21])=[C:8]([NH:13][C:14](=[O:20])[CH2:15][C:16]([CH3:19])([CH3:18])[CH3:17])[C:9]([CH3:12])=[C:10]([CH3:11])[C:5]=2[O:4][C:3]1([CH3:23])[CH3:22].[NH:24]1[CH2:28][CH2:27][CH2:26][CH2:25]1. The catalyst is C(OCC)(=O)C.CCCCCC. The product is [CH3:17][C:16]([CH3:18])([CH3:19])[CH2:15][C:14]([NH:13][C:8]1[C:7]([CH3:21])=[C:6]([CH3:2])[C:5]2[O:4][C:3]([CH3:23])([CH3:22])[CH:11]([N:24]3[CH2:28][CH2:27][CH2:26][CH2:25]3)[C:10]=2[C:9]=1[CH3:12])=[O:20]. The yield is 0.360. (4) The reactants are [C:1]([O:5][C:6](=[O:21])[N:7]([C@H:9]([C:13]1[C:18]([F:19])=[C:17]([Cl:20])[CH:16]=[CH:15][N:14]=1)[CH2:10][CH:11]=C)[CH3:8])([CH3:4])([CH3:3])[CH3:2].Cl.CCN(C(C)C)C(C)C.[O:32](C(OC(C)(C)C)=O)C(OC(C)(C)C)=O. The catalyst is O1CCOCC1.CO. The product is [Cl:20][C:17]1[CH:16]=[CH:15][N:14]=[C:13]([C@@H:9]([N:7]([CH3:8])[C:6](=[O:21])[O:5][C:1]([CH3:4])([CH3:3])[CH3:2])[CH2:10][CH:11]=[O:32])[C:18]=1[F:19]. The yield is 1.01. (5) The reactants are C(S[C:4]1[N:9]([CH2:10][C:11]2[CH:16]=[CH:15][C:14]([F:17])=[CH:13][CH:12]=2)[C:8](=[O:18])[N:7]([CH:19]([CH3:21])[CH3:20])[C:6](=[O:22])[N:5]=1)C.[CH:23]([O:26][C:27]1[CH:33]=[CH:32][C:30]([NH2:31])=[CH:29][CH:28]=1)([CH3:25])[CH3:24].CN1CCCC1=O. The catalyst is O. The product is [F:17][C:14]1[CH:13]=[CH:12][C:11]([CH2:10][N:9]2[C:4]([NH:31][C:30]3[CH:29]=[CH:28][C:27]([O:26][CH:23]([CH3:25])[CH3:24])=[CH:33][CH:32]=3)=[N:5][C:6](=[O:22])[N:7]([CH:19]([CH3:20])[CH3:21])[C:8]2=[O:18])=[CH:16][CH:15]=1. The yield is 0.510. (6) The reactants are [CH2:1]([NH:3][C:4](=[S:19])[N:5]([CH3:18])[C:6]1[S:10][C:9]([C:11]2[CH:12]=[N:13][CH:14]=[CH:15][CH:16]=2)=[N:8][C:7]=1[CH3:17])[CH3:2].I[CH2:21][CH3:22]. The yield is 0.390. The catalyst is C(O)C. The product is [CH2:21]([S:19][C:4](=[N:3][CH2:1][CH3:2])[N:5]([CH3:18])[C:6]1[S:10][C:9]([C:11]2[CH:12]=[N:13][CH:14]=[CH:15][CH:16]=2)=[N:8][C:7]=1[CH3:17])[CH3:22]. (7) The reactants are [NH2:1][CH2:2][C:3]1[CH:8]=[CH:7][C:6]([S:9]([NH:12][C:13]2[CH:18]=[CH:17][C:16]([O:19][CH2:20][CH2:21][N:22]([CH2:25][CH3:26])[CH2:23][CH3:24])=[CH:15][CH:14]=2)(=[O:11])=[O:10])=[CH:5][CH:4]=1.C(N([CH2:32][CH3:33])CC)C.FC1C=CC(S(Cl)(=O)=[O:42])=CC=1. The catalyst is ClCCl. The product is [CH2:23]([N:22]([CH2:25][CH3:26])[CH2:21][CH2:20][O:19][C:16]1[CH:17]=[CH:18][C:13]([NH:12][S:9]([C:6]2[CH:7]=[CH:8][C:3]([CH2:2][NH:1][C:32](=[O:42])[CH3:33])=[CH:4][CH:5]=2)(=[O:11])=[O:10])=[CH:14][CH:15]=1)[CH3:24]. The yield is 0.0400. (8) The reactants are I[CH2:2][CH2:3][CH2:4][CH2:5][CH:6]1[CH2:15][C:14]2[C:9](=[CH:10][CH:11]=[CH:12][CH:13]=2)[N:8]([CH2:16][C:17]2[CH:22]=[CH:21][C:20]([O:23][CH3:24])=[CH:19][CH:18]=2)[C:7]1=[O:25].[Li+].C[Si]([N-][Si](C)(C)C)(C)C. The catalyst is C1COCC1. The product is [CH3:24][O:23][C:20]1[CH:21]=[CH:22][C:17]([CH2:16][N:8]2[C:9]3[C:14](=[CH:13][CH:12]=[CH:11][CH:10]=3)[CH2:15][C:6]3([CH2:5][CH2:4][CH2:3][CH2:2]3)[C:7]2=[O:25])=[CH:18][CH:19]=1. The yield is 0.570.